Task: Predict the reactants needed to synthesize the given product.. Dataset: Full USPTO retrosynthesis dataset with 1.9M reactions from patents (1976-2016) (1) Given the product [O:11]([C:18]1[CH:23]=[CH:22][C:21]([C:2]2[CH:3]=[C:4]3[N:10]([CH:28]4[CH2:29][N:30]([C:32](=[O:34])[CH:39]=[CH2:40])[CH2:31]4)[CH:9]=[CH:8][C:5]3=[N:6][CH:7]=2)=[CH:20][CH:19]=1)[C:12]1[CH:17]=[CH:16][CH:15]=[CH:14][CH:13]=1, predict the reactants needed to synthesize it. The reactants are: Cl[C:2]1[CH:3]=[C:4]2[NH:10][CH:9]=[CH:8][C:5]2=[N:6][CH:7]=1.[O:11]([C:18]1[CH:23]=[CH:22][C:21](B(O)O)=[CH:20][CH:19]=1)[C:12]1[CH:17]=[CH:16][CH:15]=[CH:14][CH:13]=1.I[CH:28]1[CH2:31][N:30]([C:32]([O:34]C(C)(C)C)=O)[CH2:29]1.[C:39](Cl)(=O)[CH:40]=C. (2) The reactants are: [Cl:1][C:2]1[CH:3]=[C:4]([NH:8][C:9]2[N:14]=[CH:13][N:12]=[C:11]([C:15]3[CH:20]=[CH:19][N:18]=[C:17]([C:21]#[N:22])[CH:16]=3)[N:10]=2)[CH:5]=[CH:6][CH:7]=1. Given the product [NH2:22][CH2:21][C:17]1[CH:16]=[C:15]([C:11]2[N:12]=[CH:13][N:14]=[C:9]([NH:8][C:4]3[CH:5]=[CH:6][CH:7]=[C:2]([Cl:1])[CH:3]=3)[N:10]=2)[CH:20]=[CH:19][N:18]=1, predict the reactants needed to synthesize it. (3) Given the product [CH2:1]([O:3][C:4]([C:6]1[C:7]2[CH:20]=[CH:19][CH:18]=[CH:17][C:8]=2[S:9][C:10]=1[NH:11][C:12]([CH:14]1[CH2:16][CH2:15]1)=[O:13])=[O:5])[CH3:2], predict the reactants needed to synthesize it. The reactants are: [CH2:1]([O:3][C:4]([C:6]1[C:7]2[CH2:20][CH2:19][CH2:18][CH2:17][C:8]=2[S:9][C:10]=1[NH:11][C:12]([CH:14]1[CH2:16][CH2:15]1)=[O:13])=[O:5])[CH3:2].